Task: Predict which catalyst facilitates the given reaction.. Dataset: Catalyst prediction with 721,799 reactions and 888 catalyst types from USPTO (1) Reactant: C(OC([N:8]1[CH2:17][CH2:16][C:15]2[C:11](=[C:12]([C:24]3[CH:29]=[CH:28][CH:27]=[CH:26][CH:25]=3)[N:13]([C:18]3[CH:23]=[CH:22][CH:21]=[CH:20][CH:19]=3)[N:14]=2)[CH2:10][CH2:9]1)=O)(C)(C)C.[O-]P([O-])([O-])=O.[K+].[K+].[K+].C1(B(O)O)C=CC=CC=1.O. Product: [C:18]1([N:13]2[C:12]([C:24]3[CH:25]=[CH:26][CH:27]=[CH:28][CH:29]=3)=[C:11]3[C:15]([CH2:16][CH2:17][NH:8][CH2:9][CH2:10]3)=[N:14]2)[CH:19]=[CH:20][CH:21]=[CH:22][CH:23]=1. The catalyst class is: 12. (2) Reactant: [CH:1]1([NH:4][C:5]2[N:12]=[C:11]([C:13]([F:16])([F:15])[F:14])[CH:10]=[CH:9][C:6]=2[C:7]#N)[CH2:3][CH2:2]1.[OH-:17].[K+].C([OH:22])CC. Product: [CH:1]1([NH:4][C:5]2[N:12]=[C:11]([C:13]([F:16])([F:15])[F:14])[CH:10]=[CH:9][C:6]=2[C:7]([OH:22])=[O:17])[CH2:3][CH2:2]1. The catalyst class is: 6. (3) Reactant: [CH3:1][C@H:2]1[CH2:7][CH2:6][CH2:5][C@@H:4]([CH3:8])[NH:3]1.C([Li])CCC.[Cl:14][SiH2:15]Cl. Product: [CH3:1][CH:2]1[CH2:7][CH2:6][CH2:5][CH:4]([CH3:8])[N:3]1[SiH2:15][Cl:14]. The catalyst class is: 1. (4) Reactant: [F:1][C:2]([F:27])([F:26])[O:3][C:4]1[CH:9]=[CH:8][C:7]([C:10]2[CH:18]=[C:17]3[C:13]([C:14]([C:20](=[O:25])[C:21]([O:23]C)=[O:22])=[CH:15][N:16]3[CH3:19])=[CH:12][CH:11]=2)=[CH:6][CH:5]=1.[OH-].[Na+].O.Cl. Product: [CH3:19][N:16]1[C:17]2[C:13](=[CH:12][CH:11]=[C:10]([C:7]3[CH:6]=[CH:5][C:4]([O:3][C:2]([F:1])([F:26])[F:27])=[CH:9][CH:8]=3)[CH:18]=2)[C:14]([C:20](=[O:25])[C:21]([OH:23])=[O:22])=[CH:15]1. The catalyst class is: 5. (5) Reactant: [N-:1]=[N+:2]=[N-:3].[Na+].[CH2:5]([O:12][C:13]([N:15]1[C@H:22]([CH3:23])[CH2:21][CH2:20][C@H:19]2[C@H:17]([O:18]2)[CH2:16]1)=[O:14])[C:6]1[CH:11]=[CH:10][CH:9]=[CH:8][CH:7]=1.[Cl-].[NH4+]. Product: [CH2:5]([O:12][C:13]([N:15]1[CH2:16][C@@H:17]([OH:18])[C@H:19]([N:1]=[N+:2]=[N-:3])[CH2:20][CH2:21][C@H:22]1[CH3:23])=[O:14])[C:6]1[CH:11]=[CH:10][CH:9]=[CH:8][CH:7]=1. The catalyst class is: 24. (6) Reactant: CO[CH:3](OC)[N:4]([CH3:6])[CH3:5].[Br:9][C:10]1[CH:11]=[C:12]([C:16](=[O:24])[CH2:17][C:18]2[CH:23]=[CH:22][N:21]=[CH:20][CH:19]=2)[CH:13]=[CH:14][CH:15]=1. Product: [Br:9][C:10]1[CH:11]=[C:12]([C:16](=[O:24])/[C:17](/[C:18]2[CH:19]=[CH:20][N:21]=[CH:22][CH:23]=2)=[CH:3]/[N:4]([CH3:5])[CH3:6])[CH:13]=[CH:14][CH:15]=1. The catalyst class is: 7. (7) Reactant: [F:1][C:2]1[CH:3]=[CH:4][C:5]([C@@H:8]([OH:12])[CH2:9][NH:10][CH3:11])=[N:6][CH:7]=1.Br[CH:14]([C:16]1[C:17]([Cl:23])=[N:18][C:19]([Cl:22])=[CH:20][CH:21]=1)[CH3:15].C(=O)([O-])[O-].[Cs+].[Cs+]. Product: [Cl:23][C:17]1[C:16]([CH:14]([N:10]([CH3:11])[CH2:9][C@@H:8]([C:5]2[CH:4]=[CH:3][C:2]([F:1])=[CH:7][N:6]=2)[OH:12])[CH3:15])=[CH:21][CH:20]=[C:19]([Cl:22])[N:18]=1. The catalyst class is: 39. (8) Reactant: [N+:1]([C:4]1[CH:8]=[N:7][NH:6][C:5]=1[NH2:9])([O-:3])=[O:2].CN(C)[CH:12]=[CH:13][C:14]([C:16]1[CH:17]=[C:18]([N:22]([CH2:26][CH3:27])[C:23](=[O:25])[CH3:24])[CH:19]=[CH:20][CH:21]=1)=O.C(OCC)(=O)C. Product: [CH2:26]([N:22]([C:18]1[CH:19]=[CH:20][CH:21]=[C:16]([C:14]2[N:6]3[N:7]=[CH:8][C:4]([N+:1]([O-:3])=[O:2])=[C:5]3[N:9]=[CH:12][CH:13]=2)[CH:17]=1)[C:23](=[O:25])[CH3:24])[CH3:27]. The catalyst class is: 15.